From a dataset of Forward reaction prediction with 1.9M reactions from USPTO patents (1976-2016). Predict the product of the given reaction. (1) Given the reactants [Br:1][C:2]1[C:3]([N:10]([CH:19]2[CH2:24][CH2:23][O:22][CH2:21][CH2:20]2)[NH:11]C(OC(C)(C)C)=O)=[N:4][C:5]([C:8]#[N:9])=[N:6][CH:7]=1.C1(C)C=CC(S(O)(=O)=O)=CC=1, predict the reaction product. The product is: [Br:1][C:2]1[C:3]([N:10]([CH:19]2[CH2:24][CH2:23][O:22][CH2:21][CH2:20]2)[NH2:11])=[N:4][C:5]([C:8]#[N:9])=[N:6][CH:7]=1. (2) Given the reactants [F:1][C:2]1[C:11]2[C:10]([S:12]([Cl:15])(=[O:14])=[O:13])=[CH:9][CH:8]=[CH:7][C:6]=2[CH:5]=[N:4][CH:3]=1.[C:16]([O:20][C:21]([N:23]([C@@H:25]1[CH2:29][CH2:28][NH:27][CH2:26]1)[CH3:24])=[O:22])([CH3:19])([CH3:18])[CH3:17].BrC1C2C(S(Cl)(=O)=O)=CC=CC=2C=NC=1.C(O[C:50]([NH:52][CH:53]1[CH2:57][CH2:56][NH:55][CH2:54]1)=O)(C)(C)C, predict the reaction product. The product is: [C:16]([O:20][C:21]([N:23]([C@@H:25]1[CH2:29][CH2:28][N:27]([S:12]([C:10]2[C:11]3[C:2]([F:1])=[CH:3][N:4]=[CH:5][C:6]=3[CH:7]=[CH:8][CH:9]=2)(=[O:14])=[O:13])[CH2:26]1)[CH3:24])=[O:22])([CH3:19])([CH3:17])[CH3:18].[F:1][C:2]1[C:11]2[C:10]([S:12]([N:55]3[CH2:56][CH2:57][C@@H:53]([NH:52][CH3:50])[CH2:54]3)(=[O:14])=[O:13])=[CH:9][CH:8]=[CH:7][C:6]=2[CH:5]=[N:4][CH:3]=1.[ClH:15]. (3) Given the reactants [Br:1][C:2]1[CH:3]=[C:4]2[C:9](=[CH:10][CH:11]=1)[N:8]=[CH:7][C:6]([C:12](=[O:17])[CH2:13][CH:14]([CH3:16])[CH3:15])=[C:5]2Cl.[NH2:19][C@H:20]1[CH2:25][CH2:24][C@H:23]([NH:26][C:27](=[O:33])[O:28][C:29]([CH3:32])([CH3:31])[CH3:30])[CH2:22][CH2:21]1, predict the reaction product. The product is: [Br:1][C:2]1[CH:3]=[C:4]2[C:9](=[CH:10][CH:11]=1)[N:8]=[CH:7][C:6]([C:12](=[O:17])[CH2:13][CH:14]([CH3:16])[CH3:15])=[C:5]2[NH:19][C@H:20]1[CH2:25][CH2:24][C@H:23]([NH:26][C:27](=[O:33])[O:28][C:29]([CH3:31])([CH3:30])[CH3:32])[CH2:22][CH2:21]1. (4) The product is: [C:1]([O:5][C:6](=[O:24])[NH:7][C:8]1[CH:13]=[C:12]([O:14][C:15]2[N:16]=[C:17]3[S:25][C:26]([NH2:27])=[N:21][C:18]3=[CH:19][CH:20]=2)[C:11]([F:22])=[CH:10][C:9]=1[F:23])([CH3:4])([CH3:2])[CH3:3]. Given the reactants [C:1]([O:5][C:6](=[O:24])[NH:7][C:8]1[CH:13]=[C:12]([O:14][C:15]2[CH:20]=[CH:19][C:18]([NH2:21])=[CH:17][N:16]=2)[C:11]([F:22])=[CH:10][C:9]=1[F:23])([CH3:4])([CH3:3])[CH3:2].[S-:25][C:26]#[N:27].[K+].BrBr, predict the reaction product. (5) Given the reactants Cl[C:2]1[C:3]2[N:10]([CH2:11][CH3:12])[N:9]=[CH:8][C:4]=2[N:5]=[CH:6][N:7]=1, predict the reaction product. The product is: [CH2:11]([N:10]1[C:3]2[CH:2]=[N:7][CH:6]=[N:5][C:4]=2[CH:8]=[N:9]1)[CH3:12]. (6) Given the reactants [N:1]1([C:7]2[CH:12]=[CH:11][C:10]([NH:13][C:14]([C:16]3[NH:17][C:18]4[C:23]([C:24](=[O:26])[CH:25]=3)=[CH:22][C:21]([O:27][CH3:28])=[CH:20][C:19]=4[Br:29])=[O:15])=[CH:9][CH:8]=2)[CH2:6][CH2:5][O:4][CH2:3][CH2:2]1.[H-].[Na+].[CH3:32][Si:33]([CH3:40])([CH3:39])[CH2:34][CH2:35][O:36][CH2:37]Cl.O, predict the reaction product. The product is: [N:1]1([C:7]2[CH:12]=[CH:11][C:10]([NH:13][C:14]([C:16]3[CH:25]=[C:24]([O:26][CH2:37][O:36][CH2:35][CH2:34][Si:33]([CH3:40])([CH3:39])[CH3:32])[C:23]4[C:18](=[C:19]([Br:29])[CH:20]=[C:21]([O:27][CH3:28])[CH:22]=4)[N:17]=3)=[O:15])=[CH:9][CH:8]=2)[CH2:6][CH2:5][O:4][CH2:3][CH2:2]1. (7) Given the reactants OC1C(=O)NN=C(CCC2C=CC=CC=2)C=1.C([O:24][C:25]1[N:26]=[N:27][C:28]([C:39]#[C:40][C:41]2[CH:46]=[CH:45][C:44]([CH3:47])=[C:43]([F:48])[CH:42]=2)=[CH:29][C:30]=1[O:31]CC1C=CC=CC=1)C1C=CC=CC=1.C(OCC)(=O)C, predict the reaction product. The product is: [F:48][C:43]1[CH:42]=[C:41]([CH2:40][CH2:39][C:28]2[CH:29]=[C:30]([OH:31])[C:25](=[O:24])[NH:26][N:27]=2)[CH:46]=[CH:45][C:44]=1[CH3:47]. (8) Given the reactants [CH3:1][CH:2]([C:4]1[N:8]([CH2:9][CH2:10][C@@H:11]([OH:19])[CH2:12][C@@H:13]([OH:18])[CH2:14][C:15]([O-:17])=[O:16])[C:7]([C:20]2[CH:21]=[CH:22][C:23]([F:26])=[CH:24][CH:25]=2)=[C:6]([C:27]2[CH:28]=[CH:29][CH:30]=[CH:31][CH:32]=2)[C:5]=1[C:33]([NH:35][C:36]1[CH:37]=[CH:38][CH:39]=[CH:40][CH:41]=1)=[O:34])[CH3:3].[CH3:3][CH:2]([C:4]1[N:8]([CH2:9][CH2:10][C@@H:11]([OH:19])[CH2:12][C@@H:13]([OH:18])[CH2:14][C:15]([O-:17])=[O:16])[C:7]([C:20]2[CH:25]=[CH:24][C:23]([F:26])=[CH:22][CH:21]=2)=[C:6]([C:27]2[CH:32]=[CH:31][CH:30]=[CH:29][CH:28]=2)[C:5]=1[C:33]([NH:35][C:36]1[CH:41]=[CH:40][CH:39]=[CH:38][CH:37]=1)=[O:34])[CH3:1].[Ca+2].C(=O)([O-])[O-].[Ca+2], predict the reaction product. The product is: [CH3:3][CH:2]([C:4]1[N:8]([CH2:9][CH2:10][C@@H:11]([OH:19])[CH2:12][C@@H:13]([OH:18])[CH2:14][C:15]([OH:17])=[O:16])[C:7]([C:20]2[CH:25]=[CH:24][C:23]([F:26])=[CH:22][CH:21]=2)=[C:6]([C:27]2[CH:32]=[CH:31][CH:30]=[CH:29][CH:28]=2)[C:5]=1[C:33]([NH:35][C:36]1[CH:41]=[CH:40][CH:39]=[CH:38][CH:37]=1)=[O:34])[CH3:1]. (9) Given the reactants [N:1]1[CH:6]=[CH:5][CH:4]=[C:3]([C:7]2[S:11][C:10]([C:12]([O:14][CH3:15])=[O:13])=[CH:9][CH:8]=2)[N:2]=1.OO.CC(C)=[O:20].C1(C)C=CC=CC=1, predict the reaction product. The product is: [CH3:15][O:14][C:12]([C:10]1[S:11][C:7]([C:3]2[N:2]=[N+:1]([O-:20])[CH:6]=[CH:5][CH:4]=2)=[CH:8][CH:9]=1)=[O:13].